Dataset: Reaction yield outcomes from USPTO patents with 853,638 reactions. Task: Predict the reaction yield, written as a fraction of the theoretical maximum amount of product (1.0 means a 100% yield; for example, 0.34 means a 34% yield). The reactants are [OH-].[K+].[CH3:3][O:4][C:5]1[CH:12]=[CH:11][C:8]([CH:9]=[O:10])=[CH:7][CH:6]=1.[N+:13]([CH2:15][C:16]([N:18]1[CH2:22][CH2:21][CH2:20][CH2:19]1)=[O:17])#[C-:14]. The catalyst is CO. The product is [CH3:3][O:4][C:5]1[CH:12]=[CH:11][C:8]([C@@H:9]2[O:10][CH:14]=[N:13][C@H:15]2[C:16]([N:18]2[CH2:22][CH2:21][CH2:20][CH2:19]2)=[O:17])=[CH:7][CH:6]=1. The yield is 0.905.